From a dataset of Full USPTO retrosynthesis dataset with 1.9M reactions from patents (1976-2016). Predict the reactants needed to synthesize the given product. (1) Given the product [ClH:1].[F:32][C:27]1[CH:26]=[C:25]([CH:30]=[C:29]([F:31])[CH:28]=1)[CH2:24][C@H:4]([NH:3][C:33](=[O:35])[CH3:34])[C@H:5]([OH:23])[CH2:6][NH:7][C:8]1([C:14]2[CH:19]=[CH:18][CH:17]=[C:16]([CH:20]([CH3:22])[CH3:21])[CH:15]=2)[CH2:9][CH2:10][CH2:11][CH2:12][CH2:13]1, predict the reactants needed to synthesize it. The reactants are: [ClH:1].Cl.[NH2:3][C@@H:4]([CH2:24][C:25]1[CH:30]=[C:29]([F:31])[CH:28]=[C:27]([F:32])[CH:26]=1)[C@H:5]([OH:23])[CH2:6][NH:7][C:8]1([C:14]2[CH:19]=[CH:18][CH:17]=[C:16]([CH:20]([CH3:22])[CH3:21])[CH:15]=2)[CH2:13][CH2:12][CH2:11][CH2:10][CH2:9]1.[C:33](C1NC=CN=1)(=[O:35])[CH3:34].CO.[OH-].[Na+]. (2) Given the product [F:1][C:2]1[CH:7]=[C:6]([F:8])[CH:5]=[CH:4][C:3]=1[C@@H:9]([NH:22][C:23]([C:25]1[C:26]([OH:36])=[N:27][C:28]([N:31]2[CH:35]=[CH:34][CH:33]=[N:32]2)=[N:29][CH:30]=1)=[O:24])[C:10]1[CH:15]=[CH:14][C:13]([P:16]([CH3:21])(=[O:17])[OH:20])=[CH:12][CH:11]=1, predict the reactants needed to synthesize it. The reactants are: [F:1][C:2]1[CH:7]=[C:6]([F:8])[CH:5]=[CH:4][C:3]=1[C@@H:9]([NH:22][C:23]([C:25]1[C:26]([OH:36])=[N:27][C:28]([N:31]2[CH:35]=[CH:34][CH:33]=[N:32]2)=[N:29][CH:30]=1)=[O:24])[C:10]1[CH:15]=[CH:14][C:13]([P:16]([CH3:21])(=[O:20])[O:17]CC)=[CH:12][CH:11]=1.[OH-].[Na+]. (3) Given the product [Cl:13][C:10]1[N:9]=[C:8]([C:14]2[NH:15][C:16]3[C:21]([CH:22]=2)=[CH:20][C:19]([F:23])=[CH:18][CH:17]=3)[C:7]([CH:26]=[CH2:27])=[CH:12][CH:11]=1, predict the reactants needed to synthesize it. The reactants are: FC(F)(F)S(O[C:7]1[C:8]([C:14]2[NH:15][C:16]3[C:21]([CH:22]=2)=[CH:20][C:19]([F:23])=[CH:18][CH:17]=3)=[N:9][C:10]([Cl:13])=[CH:11][CH:12]=1)(=O)=O.[CH2:26]([Sn](CCCC)(CCCC)C=C)[CH2:27]CC.[Li+].[Cl-]. (4) Given the product [Br:18][C:19]1[CH:24]=[CH:23][C:22]([C:25]([OH:30])([C:26]([F:28])([F:29])[F:27])[C:2]([CH3:4])([CH3:3])[C:1]([O:6][CH:7]([CH3:9])[CH3:8])=[O:5])=[CH:21][CH:20]=1, predict the reactants needed to synthesize it. The reactants are: [C:1]([O:6][CH:7]([CH3:9])[CH3:8])(=[O:5])[CH:2]([CH3:4])[CH3:3].C([N-]C(C)C)(C)C.[Li+].[Br:18][C:19]1[CH:24]=[CH:23][C:22]([C:25](=[O:30])[C:26]([F:29])([F:28])[F:27])=[CH:21][CH:20]=1. (5) Given the product [NH2:1][C@H:4]1[CH2:9][CH2:8][C@H:7]([N:10]([CH3:22])[C:11]([C:13]2[CH:21]=[CH:20][C:16]3=[N:17][O:18][N:19]=[C:15]3[CH:14]=2)=[O:12])[CH2:6][CH2:5]1, predict the reactants needed to synthesize it. The reactants are: [N:1]([C@H:4]1[CH2:9][CH2:8][C@H:7]([N:10]([CH3:22])[C:11]([C:13]2[CH:21]=[CH:20][C:16]3=[N:17][O:18][N:19]=[C:15]3[CH:14]=2)=[O:12])[CH2:6][CH2:5]1)=[N+]=[N-].C1C=CC(P(C2C=CC=CC=2)C2C=CC=CC=2)=CC=1.N.